This data is from Reaction yield outcomes from USPTO patents with 853,638 reactions. The task is: Predict the reaction yield, written as a fraction of the theoretical maximum amount of product (1.0 means a 100% yield; for example, 0.34 means a 34% yield). The reactants are C(O)C.C([O:11][C:12](=[O:29])[C:13]1[CH:18]=[C:17]([C:19]#[N:20])[CH:16]=[CH:15][C:14]=1[O:21]CC1C=CC=CC=1)C1C=CC=CC=1. The catalyst is [Pd].O1CCCC1. The product is [C:19]([C:17]1[CH:18]=[C:13]([C:12]([OH:29])=[O:11])[C:14]([OH:21])=[CH:15][CH:16]=1)#[N:20]. The yield is 1.00.